This data is from Forward reaction prediction with 1.9M reactions from USPTO patents (1976-2016). The task is: Predict the product of the given reaction. (1) Given the reactants [CH3:1][C:2]1[O:6][C:5]([C:7]2[CH:8]=[N:9][NH:10][C:11]=2[NH2:12])=[N:4][CH:3]=1.[Cl:13][C:14]1[CH:19]=[CH:18][C:17]([C:20](=O)[CH2:21][C:22](OCC)=[O:23])=[CH:16][C:15]=1[O:28][CH2:29][C:30]([F:33])([F:32])[F:31].CC1C=CC(S(O)(=O)=O)=CC=1, predict the reaction product. The product is: [Cl:13][C:14]1[CH:19]=[CH:18][C:17]([C:20]2[NH:12][C:11]3[N:10]([N:9]=[CH:8][C:7]=3[C:5]3[O:6][C:2]([CH3:1])=[CH:3][N:4]=3)[C:22](=[O:23])[CH:21]=2)=[CH:16][C:15]=1[O:28][CH2:29][C:30]([F:31])([F:33])[F:32]. (2) Given the reactants [Cl:1][C:2]1[CH:3]=[C:4]([C:9]2([C:23]([F:26])([F:25])[F:24])[CH2:13][CH2:12][N:11]([C:14]3[CH:21]=[CH:20][C:17](C=O)=[C:16]([CH3:22])[CH:15]=3)[CH2:10]2)[CH:5]=[C:6]([Cl:8])[CH:7]=1.Cl.[CH2:28]([NH:30][NH:31][C:32]([NH2:34])=[O:33])C.[CH2:35](O)[CH3:36], predict the reaction product. The product is: [CH2:35]([N:31]([C:32]([NH2:34])=[O:33])[N:30]=[CH:28][C:17]1[CH:20]=[CH:21][C:14]([N:11]2[CH2:12][CH2:13][C:9]([C:4]3[CH:5]=[C:6]([Cl:8])[CH:7]=[C:2]([Cl:1])[CH:3]=3)([C:23]([F:26])([F:25])[F:24])[CH2:10]2)=[CH:15][C:16]=1[CH3:22])[CH3:36].